This data is from Full USPTO retrosynthesis dataset with 1.9M reactions from patents (1976-2016). The task is: Predict the reactants needed to synthesize the given product. (1) Given the product [CH3:22][C:21]([CH2:23][CH2:24][CH:25]=[C:26]([CH3:28])[CH3:27])=[CH:20][CH2:19][O:1][C:2]1[CH:3]=[CH:4][C:5]([CH2:8][C:9]([O:11][CH3:12])=[O:10])=[CH:6][CH:7]=1, predict the reactants needed to synthesize it. The reactants are: [OH:1][C:2]1[CH:7]=[CH:6][C:5]([CH2:8][C:9]([O:11][CH3:12])=[O:10])=[CH:4][CH:3]=1.C(=O)([O-])[O-].[K+].[K+].[CH2:19](Br)/[CH:20]=[C:21](/[CH2:23][CH2:24][CH:25]=[C:26]([CH3:28])[CH3:27])\[CH3:22].O. (2) Given the product [N+:16]([C:19]1[CH:24]=[C:23]([C:2]2[C:3]3[C:10]([C:11]([O:13][CH2:14][CH3:15])=[O:12])=[CH:9][NH:8][C:4]=3[N:5]=[CH:6][N:7]=2)[CH:22]=[CH:21][CH:20]=1)([O-:18])=[O:17], predict the reactants needed to synthesize it. The reactants are: Cl[C:2]1[C:3]2[C:10]([C:11]([O:13][CH2:14][CH3:15])=[O:12])=[CH:9][NH:8][C:4]=2[N:5]=[CH:6][N:7]=1.[N+:16]([C:19]1[CH:20]=[C:21](B(O)O)[CH:22]=[CH:23][CH:24]=1)([O-:18])=[O:17].C(=O)([O-])[O-].[Na+].[Na+]. (3) Given the product [NH2:1][C:2]1[C:10]2[O:9][CH:8]([CH2:11][OH:13])[CH2:7][C:6]=2[C:5]([CH:14]2[CH2:15][CH2:16][NH:17][CH2:18][CH2:19]2)=[C:4]([CH3:20])[CH:3]=1, predict the reactants needed to synthesize it. The reactants are: [NH2:1][C:2]1[C:10]2[O:9][CH:8]([CH:11]([OH:13])C)[CH2:7][C:6]=2[C:5]([C:14]2[CH:19]=[CH:18][N:17]=[CH:16][CH:15]=2)=[C:4]([CH3:20])[CH:3]=1.